From a dataset of Catalyst prediction with 721,799 reactions and 888 catalyst types from USPTO. Predict which catalyst facilitates the given reaction. (1) Reactant: [NH2:1][C:2]1[N:3]=[CH:4][N:5]2[C:9]([C:10]([F:13])([F:12])[F:11])=[C:8]([C:14]([O:16][CH2:17][CH3:18])=[O:15])[S:7][C:6]=12.C(N(CC)CC)C.[CH3:26][N:27]1[CH2:32][CH2:31][N:30]([C:33]2[CH:41]=[CH:40][C:36]([C:37](Cl)=[O:38])=[CH:35][CH:34]=2)[CH2:29][CH2:28]1. Product: [CH3:26][N:27]1[CH2:32][CH2:31][N:30]([C:33]2[CH:41]=[CH:40][C:36]([C:37]([NH:1][C:2]3[N:3]=[CH:4][N:5]4[C:9]([C:10]([F:13])([F:12])[F:11])=[C:8]([C:14]([O:16][CH2:17][CH3:18])=[O:15])[S:7][C:6]=34)=[O:38])=[CH:35][CH:34]=2)[CH2:29][CH2:28]1. The catalyst class is: 13. (2) The catalyst class is: 8. Reactant: [OH-].[Na+].C([O:5][C:6]([C:8]1[CH:12]=[C:11]([N:13]2[CH:17]=[CH:16][C:15]([C:18](=[O:20])[NH2:19])=[CH:14]2)[N:10]([C:21]2[CH:22]=[N:23][C:24]([O:27][CH3:28])=[CH:25][CH:26]=2)[N:9]=1)=[O:7])C.O1CCCC1.Cl. Product: [C:18]([C:15]1[CH:16]=[CH:17][N:13]([C:11]2[N:10]([C:21]3[CH:22]=[N:23][C:24]([O:27][CH3:28])=[CH:25][CH:26]=3)[N:9]=[C:8]([C:6]([OH:7])=[O:5])[CH:12]=2)[CH:14]=1)(=[O:20])[NH2:19]. (3) Reactant: [N+:1]([C:4]1[CH:5]=[C:6]([CH:14]=[CH:15][C:16]=1[N+:17]([O-])=O)[CH2:7][N:8]1[CH2:13][CH2:12][O:11][CH2:10][CH2:9]1)([O-])=O.[H][H]. Product: [O:11]1[CH2:10][CH2:9][N:8]([CH2:7][C:6]2[CH:5]=[C:4]([NH2:1])[C:16]([NH2:17])=[CH:15][CH:14]=2)[CH2:13][CH2:12]1. The catalyst class is: 29. (4) Reactant: C([O:5][C:6]([NH:8][C@H:9]1[C@H:14](OS(C)(=O)=O)[CH2:13][CH2:12][N:11]([C:20]([O:22][CH2:23][C:24]2[CH:29]=[CH:28][CH:27]=[CH:26][CH:25]=2)=[O:21])[CH2:10]1)=[O:7])(C)(C)C. Product: [O:7]=[C:6]1[NH:8][C@@H:9]2[CH2:10][N:11]([C:20]([O:22][CH2:23][C:24]3[CH:25]=[CH:26][CH:27]=[CH:28][CH:29]=3)=[O:21])[CH2:12][CH2:13][C@@H:14]2[O:5]1. The catalyst class is: 17. (5) Reactant: [F:1][C:2]1[C:3]([C:9]([N:11]2[CH2:14][CH:13]([F:15])[CH2:12]2)=[O:10])=[N:4][CH:5]=[C:6](F)[CH:7]=1.[OH:16][C:17]1[C:22]2[CH2:23][C:24]([CH3:27])([CH3:26])[O:25][C:21]=2[CH:20]=[C:19]([C:28]([O:30][CH3:31])=[O:29])[CH:18]=1.C([O-])([O-])=O.[Cs+].[Cs+]. Product: [F:1][C:2]1[CH:7]=[C:6]([O:16][C:17]2[C:22]3[CH2:23][C:24]([CH3:27])([CH3:26])[O:25][C:21]=3[CH:20]=[C:19]([C:28]([O:30][CH3:31])=[O:29])[CH:18]=2)[CH:5]=[N:4][C:3]=1[C:9]([N:11]1[CH2:14][CH:13]([F:15])[CH2:12]1)=[O:10]. The catalyst class is: 3. (6) Reactant: C([N:8]1[CH2:12][CH2:11][CH2:10][C@@H:9]1[CH2:13][O:14][C:15]1[N:16]=[C:17]([NH:26][C:27]2[CH:32]=[CH:31][C:30]([N:33]3[CH2:38][CH2:37][CH:36]([N:39]4[CH2:44][CH2:43][N:42]([CH3:45])[CH2:41][CH2:40]4)[CH2:35][CH2:34]3)=[CH:29][CH:28]=2)[C:18]([C:23]([NH2:25])=[O:24])=[N:19][C:20]=1[CH2:21][CH3:22])C1C=CC=CC=1. Product: [CH2:21]([C:20]1[N:19]=[C:18]([C:23]([NH2:25])=[O:24])[C:17]([NH:26][C:27]2[CH:32]=[CH:31][C:30]([N:33]3[CH2:38][CH2:37][CH:36]([N:39]4[CH2:44][CH2:43][N:42]([CH3:45])[CH2:41][CH2:40]4)[CH2:35][CH2:34]3)=[CH:29][CH:28]=2)=[N:16][C:15]=1[O:14][CH2:13][C@H:9]1[CH2:10][CH2:11][CH2:12][NH:8]1)[CH3:22]. The catalyst class is: 331. (7) Reactant: [CH3:1][S:2]([NH:5][C:6]1[CH:14]=[C:13]2[C:9]([CH:10]=[C:11]([C:15]([OH:17])=O)[NH:12]2)=[CH:8][CH:7]=1)(=[O:4])=[O:3].[NH2:18][C:19]1[CH:20]=[C:21]([C:33]2[CH:34]=[CH:35][C:36]([OH:39])=[N:37][CH:38]=2)[CH:22]=[C:23]([C:25]2[CH:30]=[CH:29][C:28]([F:31])=[CH:27][C:26]=2[F:32])[CH:24]=1.CN(C(ON1N=NC2C=CC=NC1=2)=[N+](C)C)C.F[P-](F)(F)(F)(F)F.CCN(C(C)C)C(C)C. Product: [F:32][C:26]1[CH:27]=[C:28]([F:31])[CH:29]=[CH:30][C:25]=1[C:23]1[CH:22]=[C:21]([C:33]2[CH:38]=[N:37][C:36]([OH:39])=[CH:35][CH:34]=2)[CH:20]=[C:19]([NH:18][C:15]([C:11]2[NH:12][C:13]3[C:9]([CH:10]=2)=[CH:8][CH:7]=[C:6]([NH:5][S:2]([CH3:1])(=[O:3])=[O:4])[CH:14]=3)=[O:17])[CH:24]=1. The catalyst class is: 3. (8) Reactant: [OH-:1].[K+].[Cl:3][C:4]1[CH:9]=[C:8]([Cl:10])[CH:7]=[CH:6][C:5]=1[CH:11](Cl)[CH2:12][CH2:13]Cl.[N+:16]([CH2:18]S(C1C=CC(C)=CC=1)(=O)=O)#[C-:17].[NH4+].[Cl-]. Product: [Cl:3][C:4]1[CH:9]=[C:8]([Cl:10])[CH:7]=[CH:6][C:5]=1[C:11]1[CH2:12][CH2:13][C:17]=1[NH:16][CH:18]=[O:1]. The catalyst class is: 58.